From a dataset of NCI-60 drug combinations with 297,098 pairs across 59 cell lines. Regression. Given two drug SMILES strings and cell line genomic features, predict the synergy score measuring deviation from expected non-interaction effect. (1) Drug 1: CC1=C(C(=CC=C1)Cl)NC(=O)C2=CN=C(S2)NC3=CC(=NC(=N3)C)N4CCN(CC4)CCO. Drug 2: C(CC(=O)O)C(=O)CN.Cl. Cell line: DU-145. Synergy scores: CSS=37.5, Synergy_ZIP=-3.57, Synergy_Bliss=4.24, Synergy_Loewe=-5.38, Synergy_HSA=-0.578. (2) Drug 1: C1=CC(=CC=C1CCC2=CNC3=C2C(=O)NC(=N3)N)C(=O)NC(CCC(=O)O)C(=O)O. Drug 2: C1CN(P(=O)(OC1)NCCCl)CCCl. Cell line: SNB-19. Synergy scores: CSS=33.3, Synergy_ZIP=4.13, Synergy_Bliss=4.87, Synergy_Loewe=-31.1, Synergy_HSA=4.67. (3) Drug 1: CN1C(=O)N2C=NC(=C2N=N1)C(=O)N. Drug 2: C1CNP(=O)(OC1)N(CCCl)CCCl. Cell line: HCC-2998. Synergy scores: CSS=2.31, Synergy_ZIP=5.13, Synergy_Bliss=4.46, Synergy_Loewe=2.20, Synergy_HSA=-0.110. (4) Cell line: PC-3. Synergy scores: CSS=15.6, Synergy_ZIP=-2.24, Synergy_Bliss=1.50, Synergy_Loewe=1.71, Synergy_HSA=1.77. Drug 1: C1=CC(=CC=C1C#N)C(C2=CC=C(C=C2)C#N)N3C=NC=N3. Drug 2: C(CC(=O)O)C(=O)CN.Cl. (5) Drug 1: C1CCC(C1)C(CC#N)N2C=C(C=N2)C3=C4C=CNC4=NC=N3. Drug 2: CCCCCOC(=O)NC1=NC(=O)N(C=C1F)C2C(C(C(O2)C)O)O. Cell line: SNB-75. Synergy scores: CSS=-0.896, Synergy_ZIP=1.24, Synergy_Bliss=0.778, Synergy_Loewe=-2.87, Synergy_HSA=-2.85. (6) Drug 1: CC1=C(C(CCC1)(C)C)C=CC(=CC=CC(=CC(=O)O)C)C. Drug 2: CS(=O)(=O)OCCCCOS(=O)(=O)C. Cell line: HT29. Synergy scores: CSS=7.61, Synergy_ZIP=-2.63, Synergy_Bliss=-0.371, Synergy_Loewe=2.13, Synergy_HSA=-0.979. (7) Drug 1: C1CCN(CC1)CCOC2=CC=C(C=C2)C(=O)C3=C(SC4=C3C=CC(=C4)O)C5=CC=C(C=C5)O. Drug 2: CC1=C2C(C(=O)C3(C(CC4C(C3C(C(C2(C)C)(CC1OC(=O)C(C(C5=CC=CC=C5)NC(=O)OC(C)(C)C)O)O)OC(=O)C6=CC=CC=C6)(CO4)OC(=O)C)OC)C)OC. Cell line: HOP-92. Synergy scores: CSS=35.8, Synergy_ZIP=3.57, Synergy_Bliss=3.35, Synergy_Loewe=-21.4, Synergy_HSA=2.80.